This data is from Forward reaction prediction with 1.9M reactions from USPTO patents (1976-2016). The task is: Predict the product of the given reaction. (1) Given the reactants C([O:3][C:4](=[O:32])[CH2:5][CH:6]1[C:15]2[C:10](=[CH:11][C:12]([O:16][CH2:17][C:18]3[CH:19]=[C:20]([C:24]4[C:29]([CH3:30])=[CH:28][CH:27]=[CH:26][C:25]=4[CH3:31])[CH:21]=[CH:22][CH:23]=3)=[CH:13][CH:14]=2)[CH2:9][CH2:8][CH2:7]1)C.C(O)C.[OH-].[Na+].Cl, predict the reaction product. The product is: [CH3:31][C:25]1[CH:26]=[CH:27][CH:28]=[C:29]([CH3:30])[C:24]=1[C:20]1[CH:21]=[CH:22][CH:23]=[C:18]([CH2:17][O:16][C:12]2[CH:11]=[C:10]3[C:15](=[CH:14][CH:13]=2)[CH:6]([CH2:5][C:4]([OH:32])=[O:3])[CH2:7][CH2:8][CH2:9]3)[CH:19]=1. (2) Given the reactants [S:1]1[CH:5]=[CH:4][C:3]([CH2:6][C:7]([O:9][CH2:10][CH3:11])=[O:8])=[CH:2]1.FC(F)(F)C(OC(=O)C(F)(F)F)=O.[N+:25]([O-])([O-:27])=[O:26].[NH4+].O, predict the reaction product. The product is: [N+:25]([C:2]1[S:1][CH:5]=[CH:4][C:3]=1[CH2:6][C:7]([O:9][CH2:10][CH3:11])=[O:8])([O-:27])=[O:26]. (3) Given the reactants [OH:1][C:2]1[CH:3]=[CH:4][C:5]([C:8]#N)=N[CH:7]=1.[CH3:10][Mg]Br.[Cl-].[NH4+:14].S(=O)(=O)(O)O.[OH-:20].[Na+], predict the reaction product. The product is: [OH:20][C:8]1[CH:5]=[CH:4][C:3]([C:2](=[O:1])[CH3:7])=[N:14][CH:10]=1. (4) The product is: [CH2:4]([O:3]/[CH:1]=[CH:2]/[C:13]1[C:12]([CH3:16])=[CH:11][N:10]=[C:9]([Cl:8])[N:14]=1)[CH2:5][CH2:6][CH3:7]. Given the reactants [CH:1]([O:3][CH2:4][CH2:5][CH2:6][CH3:7])=[CH2:2].[Cl:8][C:9]1[N:14]=[C:13](Cl)[C:12]([CH3:16])=[CH:11][N:10]=1.C(N(CC)CC)C, predict the reaction product. (5) Given the reactants C[Si]([N-][Si](C)(C)C)(C)C.[K+].[O:11]=[C:12]1[CH2:16][CH2:15][CH2:14][CH:13]1[C:17]([O:19][CH3:20])=[O:18].C1C=CC(N([S:28]([C:31]([F:34])([F:33])[F:32])(=[O:30])=[O:29])[S:28]([C:31]([F:34])([F:33])[F:32])(=[O:30])=[O:29])=CC=1, predict the reaction product. The product is: [F:32][C:31]([F:34])([F:33])[S:28]([O:11][C:12]1[CH2:16][CH2:15][CH2:14][C:13]=1[C:17]([O:19][CH3:20])=[O:18])(=[O:30])=[O:29].